From a dataset of Forward reaction prediction with 1.9M reactions from USPTO patents (1976-2016). Predict the product of the given reaction. Given the reactants C(O[C:4]([C:6]1[NH:7][C:8]2[C:13]([CH:14]=1)=[CH:12][C:11]([CH:15]1[CH2:20][CH2:19][CH2:18][N:17]([CH3:21])[CH2:16]1)=[CH:10][CH:9]=2)=[O:5])C.[F:22][C:23]1[CH:24]=[C:25]([CH:27]=[C:28]([F:30])[CH:29]=1)[NH2:26], predict the reaction product. The product is: [F:22][C:23]1[CH:24]=[C:25]([NH:26][C:4]([C:6]2[NH:7][C:8]3[C:13]([CH:14]=2)=[CH:12][C:11]([CH:15]2[CH2:20][CH2:19][CH2:18][N:17]([CH3:21])[CH2:16]2)=[CH:10][CH:9]=3)=[O:5])[CH:27]=[C:28]([F:30])[CH:29]=1.